This data is from Full USPTO retrosynthesis dataset with 1.9M reactions from patents (1976-2016). The task is: Predict the reactants needed to synthesize the given product. (1) Given the product [CH3:21][O:20][C:15]1[CH:16]=[CH:17][CH:18]=[CH:19][C:14]=1[N:7]1[C:8]2[CH:13]=[CH:12][CH:11]=[CH:10][C:9]=2[N:5]([CH2:4][CH2:3][CH2:2][NH:25][CH3:24])[S:6]1(=[O:23])=[O:22], predict the reactants needed to synthesize it. The reactants are: Br[CH2:2][CH2:3][CH2:4][N:5]1[C:9]2[CH:10]=[CH:11][CH:12]=[CH:13][C:8]=2[N:7]([C:14]2[CH:19]=[CH:18][CH:17]=[CH:16][C:15]=2[O:20][CH3:21])[S:6]1(=[O:23])=[O:22].[CH3:24][NH2:25]. (2) Given the product [Cl:19][C:20]1[C:28]([O:29][CH2:30][CH3:31])=[C:27]([Cl:32])[CH:26]=[C:25]([F:33])[C:21]=1[C:22]([NH:8][C:4]1[N:3]([CH2:1][CH3:2])[CH:7]=[N:6][N:5]=1)=[O:23], predict the reactants needed to synthesize it. The reactants are: [CH2:1]([N:3]1[CH:7]=[N:6][N:5]=[C:4]1[NH2:8])[CH3:2].[Li+].C[Si]([N-][Si](C)(C)C)(C)C.[Cl:19][C:20]1[C:28]([O:29][CH2:30][CH3:31])=[C:27]([Cl:32])[CH:26]=[C:25]([F:33])[C:21]=1[C:22](Cl)=[O:23]. (3) Given the product [Cl:1][C:2]1[CH:3]=[CH:4][C:5]([C:20]#[N:21])=[C:6]([C:8]2[CH:13]=[CH:12][N:11]([CH:14]([CH3:18])[C:15]([NH:33][C:32]3[CH:34]=[CH:35][C:29]([C:27]4[NH:26][N:25]=[C:24]([C:23]([F:37])([F:36])[F:22])[N:28]=4)=[CH:30][CH:31]=3)=[O:17])[C:10](=[O:19])[CH:9]=2)[CH:7]=1, predict the reactants needed to synthesize it. The reactants are: [Cl:1][C:2]1[CH:3]=[CH:4][C:5]([C:20]#[N:21])=[C:6]([C:8]2[CH:13]=[CH:12][N:11]([CH:14]([CH3:18])[C:15]([OH:17])=O)[C:10](=[O:19])[CH:9]=2)[CH:7]=1.[F:22][C:23]([F:37])([F:36])[C:24]1[N:28]=[C:27]([C:29]2[CH:35]=[CH:34][C:32]([NH2:33])=[CH:31][CH:30]=2)[NH:26][N:25]=1. (4) Given the product [O:1]1[C:5]2[CH:6]=[CH:7][C:8]([C:10]3[S:11][CH:12]=[C:13]([C:15]([NH:23][C:22]4[NH:18][N:19]=[C:20]([CH2:49][CH2:50][C:34]5[CH:39]=[CH:38][CH:37]=[CH:36][CH:35]=5)[N:21]=4)=[O:17])[N:14]=3)=[CH:9][C:4]=2[CH2:3][CH2:2]1, predict the reactants needed to synthesize it. The reactants are: [O:1]1[C:5]2[CH:6]=[CH:7][C:8]([C:10]3[S:11][CH:12]=[C:13]([C:15]([OH:17])=O)[N:14]=3)=[CH:9][C:4]=2[CH2:3][CH2:2]1.[NH:18]1[C:22]([NH2:23])=[N:21][CH:20]=[N:19]1.F[P-](F)(F)(F)(F)F.N1(OC(N(C)C)=[N+](C)C)[C:35]2[CH:36]=[CH:37][CH:38]=[CH:39][C:34]=2N=N1.N1C=CC=[CH:50][CH:49]=1.